Dataset: Full USPTO retrosynthesis dataset with 1.9M reactions from patents (1976-2016). Task: Predict the reactants needed to synthesize the given product. (1) Given the product [C:39]([C:2]1[CH:3]=[CH:4][C:5]2[N:10]([CH2:11][O:12][CH2:13][CH2:14][Si:15]([CH3:18])([CH3:16])[CH3:17])[C:9](=[O:19])[CH2:8][N:7]([C:20]([NH:22][CH:23]([C:26]3[CH:27]=[CH:28][C:29]([O:32][C:33]([F:35])([F:36])[F:34])=[CH:30][CH:31]=3)[CH2:24][CH3:25])=[O:21])[C:6]=2[N:37]=1)#[N:40], predict the reactants needed to synthesize it. The reactants are: Cl[C:2]1[CH:3]=[CH:4][C:5]2[N:10]([CH2:11][O:12][CH2:13][CH2:14][Si:15]([CH3:18])([CH3:17])[CH3:16])[C:9](=[O:19])[CH2:8][N:7]([C:20]([NH:22][CH:23]([C:26]3[CH:31]=[CH:30][C:29]([O:32][C:33]([F:36])([F:35])[F:34])=[CH:28][CH:27]=3)[CH2:24][CH3:25])=[O:21])[C:6]=2[N:37]=1.O.[CH3:39][N:40](C)C=O. (2) Given the product [Cl:1][C:2]1[CH:3]=[CH:4][C:5]([S:10][CH2:11][CH2:12][CH3:13])=[C:6]([CH2:7][NH2:8])[CH:9]=1, predict the reactants needed to synthesize it. The reactants are: [Cl:1][C:2]1[CH:3]=[CH:4][C:5]([S:10][CH2:11][CH2:12][CH3:13])=[C:6]([CH:9]=1)[C:7]#[N:8].ClC1C=CC(SCC)=C(C=1)CN. (3) Given the product [NH2:1][C:2]1[N:7]=[CH:6][N:5]=[C:4]2[N:8]([CH:17]([C:19]3[O:20][C:21](=[O:35])[C:22]4[C:27]([C:28]=3[C:29]3[CH:34]=[CH:33][CH:32]=[CH:31][CH:30]=3)=[CH:26][CH:25]=[CH:24][CH:23]=4)[CH3:18])[N:9]=[C:10]([C:68]3[CH:76]=[CH:75][CH:74]=[C:73]4[C:69]=3[CH:70]=[N:71][NH:72]4)[C:3]=12, predict the reactants needed to synthesize it. The reactants are: [NH2:1][C:2]1[N:7]=[CH:6][N:5]=[C:4]2[N:8]([CH:17]([C:19]3[O:20][C:21](=[O:35])[C:22]4[C:27]([C:28]=3[C:29]3[CH:34]=[CH:33][CH:32]=[CH:31][CH:30]=3)=[CH:26][CH:25]=[CH:24][CH:23]=4)[CH3:18])[N:9]=[C:10](C3C=NC=CN=3)[C:3]=12.NC1N=CN=C2N(C(C3OC(=O)C4C(C=3C3C=CC=CC=3)=CC=CC=4)C)N=C(I)C=12.C[Sn](C)(C)[C:68]1[CH:76]=[CH:75][CH:74]=[C:73]2[C:69]=1[CH:70]=[N:71][NH:72]2.